Task: Predict the reactants needed to synthesize the given product.. Dataset: Full USPTO retrosynthesis dataset with 1.9M reactions from patents (1976-2016) (1) The reactants are: Br[C:2]1[CH:3]=[N:4][C:5]([N:8]2[CH2:13][CH2:12][CH2:11][CH2:10][CH2:9]2)=[N:6][CH:7]=1.C([Li])CCC.CN(C)[CH:21]=[O:22].C(OCC)(=O)C. Given the product [N:8]1([C:5]2[N:4]=[CH:3][C:2]([CH:21]=[O:22])=[CH:7][N:6]=2)[CH2:13][CH2:12][CH2:11][CH2:10][CH2:9]1, predict the reactants needed to synthesize it. (2) Given the product [CH2:31]([NH:33][C:28]([C:4]1[C:3]([O:2][CH3:1])=[CH:27][C:7]2[N:8]([CH3:26])[C:9]([NH:11][C:12]3[S:13][C:14]4[CH:20]=[C:19]([O:21][C:22]([F:23])([F:25])[F:24])[CH:18]=[CH:17][C:15]=4[N:16]=3)=[N:10][C:6]=2[CH:5]=1)=[O:29])[CH3:32], predict the reactants needed to synthesize it. The reactants are: [CH3:1][O:2][C:3]1[C:4]([C:28](O)=[O:29])=[CH:5][C:6]2[N:10]=[C:9]([NH:11][C:12]3[S:13][C:14]4[CH:20]=[C:19]([O:21][C:22]([F:25])([F:24])[F:23])[CH:18]=[CH:17][C:15]=4[N:16]=3)[N:8]([CH3:26])[C:7]=2[CH:27]=1.[CH2:31]([NH2:33])[CH3:32].CN(C(ON1N=NC2C=CC=CC1=2)=[N+](C)C)C.F[P-](F)(F)(F)(F)F.CCN(C(C)C)C(C)C.